Task: Predict which catalyst facilitates the given reaction.. Dataset: Catalyst prediction with 721,799 reactions and 888 catalyst types from USPTO (1) Reactant: Cl[C:2]1[CH:7]=[CH:6][N:5]2[N:8]=[C:9]([C:23]3[CH:28]=[CH:27][C:26]([F:29])=[CH:25][CH:24]=3)[C:10]([C:11]3[CH:16]=[CH:15][N:14]=[C:13]([NH:17][CH:18]4[CH2:22][CH2:21][CH2:20][CH2:19]4)[N:12]=3)=[C:4]2[CH:3]=1.[CH3:30][O:31][CH2:32][CH2:33][NH2:34].C1(P(C2C=CC=CC=2)C2C=CC3C(=CC=CC=3)C=2C2C3C(=CC=CC=3)C=CC=2P(C2C=CC=CC=2)C2C=CC=CC=2)C=CC=CC=1.C(=O)([O-])[O-].[Cs+].[Cs+]. Product: [CH:18]1([NH:17][C:13]2[N:12]=[C:11]([C:10]3[C:9]([C:23]4[CH:28]=[CH:27][C:26]([F:29])=[CH:25][CH:24]=4)=[N:8][N:5]4[CH:6]=[CH:7][C:2]([NH:34][CH2:33][CH2:32][O:31][CH3:30])=[CH:3][C:4]=34)[CH:16]=[CH:15][N:14]=2)[CH2:22][CH2:21][CH2:20][CH2:19]1. The catalyst class is: 167. (2) Reactant: [C:1]([C:5]1[CH:10]=[C:9]([CH3:11])[CH:8]=[CH:7][C:6]=1[N:12]1[CH2:17][CH2:16][N:15]([C:18](=[O:24])[C:19]([O:21]CC)=[O:20])[CH2:14][CH2:13]1)([CH3:4])([CH3:3])[CH3:2].[OH-].[Li+].Cl. Product: [C:1]([C:5]1[CH:10]=[C:9]([CH3:11])[CH:8]=[CH:7][C:6]=1[N:12]1[CH2:13][CH2:14][N:15]([C:18](=[O:24])[C:19]([OH:21])=[O:20])[CH2:16][CH2:17]1)([CH3:4])([CH3:2])[CH3:3]. The catalyst class is: 1. (3) Reactant: Cl[C:2]1[C:3]2[CH2:12][CH2:11][CH2:10][NH:9][C:4]=2[N:5]=[C:6]([NH2:8])[N:7]=1.[CH3:13][C:14]1[C:19]([CH3:20])=[CH:18][CH:17]=[CH:16][C:15]=1B(O)O.C([O-])([O-])=O.[Na+].[Na+]. Product: [CH3:13][C:14]1[C:19]([CH3:20])=[CH:18][CH:17]=[CH:16][C:15]=1[C:2]1[C:3]2[CH2:12][CH2:11][CH2:10][NH:9][C:4]=2[N:5]=[C:6]([NH2:8])[N:7]=1. The catalyst class is: 339. (4) Reactant: [CH3:1][S:2](Cl)(=[O:4])=[O:3].[CH2:6]([N:8]1[C:12](=[O:13])[N:11]([CH2:14][CH2:15][OH:16])[N:10]=[N:9]1)[CH3:7].C(N(CC)CC)C. Product: [CH3:1][S:2]([O:16][CH2:15][CH2:14][N:11]1[C:12](=[O:13])[N:8]([CH2:6][CH3:7])[N:9]=[N:10]1)(=[O:4])=[O:3]. The catalyst class is: 4. (5) Reactant: [Br:1][C:2]1[NH:10][C:9]2[C:8](=[O:11])[N:7]([CH3:12])[C:6](=[O:13])[N:5]([CH3:14])[C:4]=2[N:3]=1.Br[CH2:16][CH2:17][O:18][C:19](=[O:21])[CH3:20].C([O-])([O-])=O.[K+].[K+]. Product: [Br:1][C:2]1[N:10]([CH2:20][C:19]([O:18][CH2:17][CH3:16])=[O:21])[C:9]2[C:8](=[O:11])[N:7]([CH3:12])[C:6](=[O:13])[N:5]([CH3:14])[C:4]=2[N:3]=1. The catalyst class is: 9. (6) Reactant: CC(C)([O-])C.[K+].FC1C=CC=CC=1CC#N.Cl[C:18]1[CH:23]=[C:22]([O:24][CH2:25][C:26]#[C:27][CH3:28])[N:21]=[CH:20][N:19]=1.[Cl-].[NH4+]. Product: [CH2:25]([O:24][C:22]1[N:21]=[CH:20][N:19]=[CH:18][CH:23]=1)[C:26]#[C:27][CH3:28]. The catalyst class is: 7.